From a dataset of Peptide-MHC class I binding affinity with 185,985 pairs from IEDB/IMGT. Regression. Given a peptide amino acid sequence and an MHC pseudo amino acid sequence, predict their binding affinity value. This is MHC class I binding data. (1) The binding affinity (normalized) is 0.140. The peptide sequence is SGRIKKEEF. The MHC is Mamu-A02 with pseudo-sequence Mamu-A02. (2) The peptide sequence is KIRLRPGGK. The MHC is HLA-A02:03 with pseudo-sequence HLA-A02:03. The binding affinity (normalized) is 0. (3) The peptide sequence is SYPPPPASF. The MHC is HLA-B35:01 with pseudo-sequence HLA-B35:01. The binding affinity (normalized) is 0.319. (4) The peptide sequence is FAAPQFSLW. The MHC is HLA-B35:01 with pseudo-sequence HLA-B35:01. The binding affinity (normalized) is 0.552. (5) The peptide sequence is FAEASISLI. The MHC is H-2-Db with pseudo-sequence H-2-Db. The binding affinity (normalized) is 0.0980. (6) The peptide sequence is REMGIVDLL. The MHC is HLA-A02:01 with pseudo-sequence HLA-A02:01. The binding affinity (normalized) is 0.0847. (7) The peptide sequence is VVENPTIQK. The MHC is HLA-A33:01 with pseudo-sequence HLA-A33:01. The binding affinity (normalized) is 0. (8) The peptide sequence is QAKWRLQTL. The MHC is HLA-B44:03 with pseudo-sequence HLA-B44:03. The binding affinity (normalized) is 0. (9) The peptide sequence is MLVGHMPFM. The MHC is HLA-B39:01 with pseudo-sequence HLA-B39:01. The binding affinity (normalized) is 0.388.